This data is from Full USPTO retrosynthesis dataset with 1.9M reactions from patents (1976-2016). The task is: Predict the reactants needed to synthesize the given product. Given the product [NH2:12][C:10]1[S:11][CH:2]=[C:3]([C:4]([CH3:7])([CH3:6])[CH3:5])[N:9]=1, predict the reactants needed to synthesize it. The reactants are: Br[CH2:2][C:3](=O)[C:4]([CH3:7])([CH3:6])[CH3:5].[NH2:9][C:10]([NH2:12])=[S:11].C(=O)([O-])O.[Na+].